This data is from Catalyst prediction with 721,799 reactions and 888 catalyst types from USPTO. The task is: Predict which catalyst facilitates the given reaction. (1) Reactant: Br[C:2]1[CH:7]=[C:6]([N+:8]([O-:10])=[O:9])[CH:5]=[CH:4][C:3]=1[Cl:11].[CH2:12]([O:14][C:15]([C:17]1[CH:22]=[CH:21][C:20](B(O)O)=[CH:19][CH:18]=1)=[O:16])[CH3:13].C(=O)([O-])[O-].[Cs+].[Cs+]. Product: [CH2:12]([O:14][C:15]([C:17]1[CH:22]=[CH:21][C:20]([C:2]2[CH:7]=[C:6]([N+:8]([O-:10])=[O:9])[CH:5]=[CH:4][C:3]=2[Cl:11])=[CH:19][CH:18]=1)=[O:16])[CH3:13]. The catalyst class is: 57. (2) Reactant: [NH2:1][CH2:2][CH2:3][CH2:4][N:5]1[CH:9]=[CH:8][N:7]=[CH:6]1.[Br:10][C:11]1[CH:19]=[CH:18][C:14]([C:15](Cl)=[O:16])=[CH:13][CH:12]=1. Product: [Br:10][C:11]1[CH:19]=[CH:18][C:14]([C:15]([NH:1][CH2:2][CH2:3][CH2:4][N:5]2[CH:9]=[CH:8][N:7]=[CH:6]2)=[O:16])=[CH:13][CH:12]=1. The catalyst class is: 8. (3) Product: [OH:24][CH2:18][C:13]1[CH:12]=[CH:11][C:10]2[C:9](=[O:20])[N:8]([CH2:7][C:6]3[CH:21]=[CH:22][C:3]([O:2][CH3:1])=[CH:4][CH:5]=3)[CH2:17][CH2:16][C:15]=2[N:14]=1. Reactant: [CH3:1][O:2][C:3]1[CH:22]=[CH:21][C:6]([CH2:7][N:8]2[CH2:17][CH2:16][C:15]3[N:14]=[C:13]([CH:18]=C)[CH:12]=[CH:11][C:10]=3[C:9]2=[O:20])=[CH:5][CH:4]=1.C[OH:24].[BH4-].[Na+]. The catalyst class is: 2. (4) Reactant: [OH:1][CH2:2][CH2:3][C:4]1[CH:9]=[CH:8][C:7]([OH:10])=[CH:6][CH:5]=1.Cl[C:12]1[N:17]=[CH:16][C:15]([C:18]([F:21])([F:20])[F:19])=[CH:14][N:13]=1.C([O-])([O-])=O.[K+].[K+].O. Product: [F:19][C:18]([F:21])([F:20])[C:15]1[CH:14]=[N:13][C:12]([O:10][C:7]2[CH:8]=[CH:9][C:4]([CH2:3][CH2:2][OH:1])=[CH:5][CH:6]=2)=[N:17][CH:16]=1. The catalyst class is: 3. (5) The catalyst class is: 498. Reactant: I[C:2]1[CH:3]=[C:4]([C:20]([NH:22][CH2:23][C:24]2[CH:29]=[CH:28][C:27]([S:30]([CH3:33])(=[O:32])=[O:31])=[CH:26][CH:25]=2)=[O:21])[C:5](=[O:19])[N:6]([C:9]2[CH:14]=[CH:13][CH:12]=[C:11]([C:15]([F:18])([F:17])[F:16])[CH:10]=2)[C:7]=1[CH3:8].[CH:34]1(B(O)O)[CH2:36][CH2:35]1.P([O-])([O-])([O-])=O.[K+].[K+].[K+].C1(P(C2CCCCC2)C2CCCCC2)CCCCC1. Product: [CH:34]1([C:2]2[CH:3]=[C:4]([C:20]([NH:22][CH2:23][C:24]3[CH:29]=[CH:28][C:27]([S:30]([CH3:33])(=[O:32])=[O:31])=[CH:26][CH:25]=3)=[O:21])[C:5](=[O:19])[N:6]([C:9]3[CH:14]=[CH:13][CH:12]=[C:11]([C:15]([F:16])([F:17])[F:18])[CH:10]=3)[C:7]=2[CH3:8])[CH2:36][CH2:35]1. (6) Reactant: O[CH2:2][CH2:3][C:4]1[CH:9]=[CH:8][C:7]([NH:10][C:11](=[O:44])[NH:12][C:13]2[CH:18]=[CH:17][C:16]([C:19]3[N:24]=[C:23]4[N:25]([CH:28]5[CH2:33][CH2:32][N:31]([C:34]([O:36][CH3:37])=[O:35])[CH2:30][CH2:29]5)[N:26]=[CH:27][C:22]4=[C:21]([N:38]4[CH2:43][CH2:42][O:41][CH2:40][CH2:39]4)[N:20]=3)=[CH:15][CH:14]=2)=[CH:6][CH:5]=1.[CH3:45][CH2:46][N:47](CC)[CH2:48][CH3:49].S(Cl)(C1C=CC(C)=CC=1)(=O)=O.N1CCCC1. Product: [O:41]1[CH2:40][CH2:39][N:38]([C:21]2[N:20]=[C:19]([C:16]3[CH:17]=[CH:18][C:13]([NH:12][C:11]([NH:10][C:7]4[CH:8]=[CH:9][C:4]([CH2:3][CH2:2][N:47]5[CH2:48][CH2:49][CH2:45][CH2:46]5)=[CH:5][CH:6]=4)=[O:44])=[CH:14][CH:15]=3)[N:24]=[C:23]3[N:25]([CH:28]4[CH2:29][CH2:30][N:31]([C:34]([O:36][CH3:37])=[O:35])[CH2:32][CH2:33]4)[N:26]=[CH:27][C:22]=23)[CH2:43][CH2:42]1. The catalyst class is: 2. (7) Reactant: C[Al](C)C.Cl.[CH3:6][NH2:7].C([O:10][C:11]([C:13]1[O:14][C:15]2[C:21]([F:22])=[C:20]([C:23]3[CH:28]=[CH:27][CH:26]=[CH:25][CH:24]=3)[C:19]([CH3:29])=[C:18]([C:30]#[N:31])[C:16]=2[N:17]=1)=O)C.Cl. Product: [C:30]([C:18]1[C:16]2[N:17]=[C:13]([C:11]([NH:7][CH3:6])=[O:10])[O:14][C:15]=2[C:21]([F:22])=[C:20]([C:23]2[CH:28]=[CH:27][CH:26]=[CH:25][CH:24]=2)[C:19]=1[CH3:29])#[N:31]. The catalyst class is: 4. (8) Product: [NH2:1][C:4]1[CH:5]=[C:6]([S:10]([NH:14][C:15]2([CH2:20][OH:21])[CH2:19][CH2:18][CH2:17][CH2:16]2)(=[O:12])=[O:11])[CH:7]=[CH:8][CH:9]=1. Reactant: [N+:1]([C:4]1[CH:5]=[C:6]([S:10](Cl)(=[O:12])=[O:11])[CH:7]=[CH:8][CH:9]=1)([O-])=O.[NH2:14][C:15]1([CH2:20][OH:21])[CH2:19][CH2:18][CH2:17][CH2:16]1.C(=O)(O)[O-].[Na+]. The catalyst class is: 4. (9) Reactant: [CH2:1]([C@H:8]1[CH2:12][O:11][C:10](=[O:13])[N:9]1[C:14](=[O:19])[CH2:15][CH2:16][CH:17]=[CH2:18])[C:2]1[CH:7]=[CH:6][CH:5]=[CH:4][CH:3]=1.C[Si]([N-][Si](C)(C)C)(C)C.[Na+].Br[CH2:31][C:32]([O:34][C:35]([CH3:38])([CH3:37])[CH3:36])=[O:33]. Product: [CH2:1]([C@H:8]1[CH2:12][O:11][C:10](=[O:13])[N:9]1[C:14]([C@H:15]([CH2:16][CH:17]=[CH2:18])[CH2:31][C:32]([O:34][C:35]([CH3:38])([CH3:37])[CH3:36])=[O:33])=[O:19])[C:2]1[CH:3]=[CH:4][CH:5]=[CH:6][CH:7]=1. The catalyst class is: 1.